This data is from Experimentally validated miRNA-target interactions with 360,000+ pairs, plus equal number of negative samples. The task is: Binary Classification. Given a miRNA mature sequence and a target amino acid sequence, predict their likelihood of interaction. (1) The miRNA is hsa-miR-1258 with sequence AGUUAGGAUUAGGUCGUGGAA. The protein sequence of the target gene is MAKRRAAEPVTFHVPWKRLLLCDFAEQPPPPPLWIRPPGVAHAGQLLGVPEQHRKRKIDAGTMAEPSASPSKRRDSGDNSAPSGQEREDHGLETGDPPLPPPPVLPGPGEELPGARLPGGGGDDGAGRAGPPRGDWGVASRQHNEEFWQYNTFQYWRNPLPPIDLADIEDLSEDTLTEATLQGRNEGAEVDMES. Result: 0 (no interaction). (2) The miRNA is hsa-miR-1296-3p with sequence GAGUGGGGCUUCGACCCUAACC. The protein sequence of the target gene is MSELEQLRQEAEQLRNQIRDARKACGDSTLTQITAGLDPVGRIQMRTRRTLRGHLAKIYAMHWGTDSRLLVSASQDGKLIIWDSYTTNKVHAIPLRSSWVMTCAYAPSGNFVACGGLDNICSIYSLKTREGNVRVSRELPGHTGYLSCCRFLDDNQIITSSGDTTCALWDIETGQQTVGFAGHSGDVMSLSLAPDGRTFVSGACDASIKLWDVRDSMCRQTFIGHESDINAVAFFPNGYAFTTGSDDATCRLFDLRADQELLMYSHDNIICGITSVAFSRSGRLLLAGYDDFNCNIWDAM.... Result: 1 (interaction). (3) The miRNA is hsa-miR-5196-5p with sequence AGGGAAGGGGACGAGGGUUGGG. The protein sequence of the target gene is MILLVNLFVLLSVVCVLLNLAGFILGCQGAQFVSSVPRCDLVDLGEGKICFCCEEFQPAKCTDKENALKLFPVQPCSAVHLLLKKVLFALCALNALTTTVCLVAAALRYLQIFATRRSCIDESQISAEEAEDHGRIPDPDDFVPPVPPPSYFATFYSCTPRMNRRMVGPDVIPLPHIYGARIKGVEVFCPLDPPPPYEAVVSQMDQEQGSSFQMSEGSEAAVIPLDLGCTQVTQDGDIPNIPAEENASTSTPSSTLVRPIRSRRALPPLRTRSKSDPVLHPSEERAAPVLSCEAATQTER.... Result: 0 (no interaction). (4) The miRNA is hsa-miR-8068 with sequence UGUUUGUUGUAAGGAUCGUUGU. The protein sequence of the target gene is MPGGKRGLVAPQNTFLENIVRRSSESSFLLGNAQIVDWPVVYSNDGFCKLSGYHRADVMQKSSTCSFMYGELTDKKTIEKVRQTFDNYESNCFEVLLYKKNRTPVWFYMQIAPIRNEHEKVVLFLCTFKDITLFKQPIEDDSTKGWTKFARLTRALTNSRSVLQQLTPMNKTETVHKHSRLAEVLQLGSDILPQYKQEAPKTPPHIILHYCAFKTTWDWVILILTFYTAIMVPYNVSFKTKQNNIAWLVLDSVVDVIFLVDIVLNFHTTFVGPGGEVISDPKLIRMNYLKTWFVIDLLSC.... Result: 0 (no interaction). (5) The miRNA is hsa-let-7b-5p with sequence UGAGGUAGUAGGUUGUGUGGUU. The protein sequence of the target gene is MPGWRLLTQVGAQVLGRLGDGLGAALGPGNRTHIWLFVRGLHGKSGTWWDEHLSEENVPFIKQLVSDEDKAQLASKLCPLKDEPWPIHPWEPGSFRVGLIALKLGMMPLWTKDGQKHVVTLLQVQDCHVLKYTSKENCNGKMATLSVGGKTVSRFRKATSILEFYRELGLPPKQTVKIFNITDNAAIKPGTPLYAAHFRPGQYVDVTAKTIGKGFQGVMKRWGFKGQPATHGQTKTHRRPGAVATGDIGRVWPGTKMPGKMGNIYRTEYGLKVWRINTKHNIIYVNGSVPGHKNCLVKVK.... Result: 0 (no interaction). (6) The miRNA is hsa-miR-5004-5p with sequence UGAGGACAGGGCAAAUUCACGA. The protein sequence of the target gene is MASPEHPGSPGCMGPITQCTARTQQEAPATGPDLPHPGPDGHLDTHSGLSSNSSMTTRELQQYWQNQKCRWKHVKLLFEIASARIEERKVSKFVVYQIIVIQTGSFDNNKAVLERRYSDFAKLQKALLKTFREEIEDVEFPRKHLTGNFAEEMICERRRALQEYLGLLYAIRCVRRSREFLDFLTRPELREAFGCLRAGQYPRALELLLRVLPLQEKLTAHCPAAAVPALCAVLLCHRDLDRPAEAFAAGERALQRLQAREGHRYYAPLLDAMVRLAYALGKDFVTLQERLEESQLRRPT.... Result: 0 (no interaction). (7) The protein sequence of the target gene is MATWRRDGRLTGGQRLLCAGLAGTLSLSLTAPLELATVLAQVGVVRGHARGPWATGHRVWRAEGLRALWKGNAVACLRLFPCSAVQLAAYRKFVVLFTDDLGHISQWSSIMAGSLAGMVSTIVTYPTDLIKTRLIMQNILEPSYRGLLHAFSTIYQQEGFLALYRGVSLTVVGALPFSAGSLLVYMNLEKIWNGPRDQFSLPQNFANVCLAAAVTQTLSFPFETVKRKMQAQSPYLPHSGGVDVHFSGAVDCFRQIVKAQGVLGLWNGLTANLLKIVPYFGIMFSTFEFCKRICLYQNGY.... Result: 0 (no interaction). The miRNA is hsa-miR-373-3p with sequence GAAGUGCUUCGAUUUUGGGGUGU. (8) Result: 1 (interaction). The miRNA is hsa-miR-3689d with sequence GGGAGGUGUGAUCUCACACUCG. The protein sequence of the target gene is MRSFKRVNFGTLLSSQKEAEELLPALKEFLSNPPAGFPSSRSDAERRQACDAILRACNQQLTAKLACPRHLGSLLELAELACDGYLVSTPQRPPLYLERILFVLLRNAAAQGSPEATLRLAQPLHACLVQCSREAAPQDYEAVARGSFSLLWKGAEALLERRAAFAARLKALSFLVLLEDESTPCEVPHFASPTACRAVAAHQLFDASGHGLNEADADFLDDLLSRHVIRALVGERGSSSGLLSPQRALCLLELTLEHCRRFCWSRHHDKAISAVEKAHSYLRNTNLAPSLQLCQLGVKL.... (9) The protein sequence of the target gene is MEEISLANLDTNKLEAIAQEIYVDLIEDSCLGFCFEVHRAVKCGYFYLEFAETGSVKDFGIQPVEDKGACRLPLCSLPGEPGNGPDQQLQRSPPEFQ. The miRNA is hsa-miR-6755-5p with sequence UAGGGUAGACACUGACAACGUU. Result: 1 (interaction).